Dataset: Retrosynthesis with 50K atom-mapped reactions and 10 reaction types from USPTO. Task: Predict the reactants needed to synthesize the given product. (1) Given the product C=CCCCN(C)C(=O)N[C@H](C(=O)O)C(C)C, predict the reactants needed to synthesize it. The reactants are: C=CCCCN(C)C(=O)N[C@H](C(=O)OC)C(C)C. (2) Given the product O=C(c1ccc(-c2ccc(C(F)(F)F)cc2)cc1)N1CCC[C@H]1CO, predict the reactants needed to synthesize it. The reactants are: O=C(O)c1ccc(-c2ccc(C(F)(F)F)cc2)cc1.OC[C@@H]1CCCN1.